This data is from Reaction yield outcomes from USPTO patents with 853,638 reactions. The task is: Predict the reaction yield, written as a fraction of the theoretical maximum amount of product (1.0 means a 100% yield; for example, 0.34 means a 34% yield). The reactants are C([O:5][C:6](=[O:27])/[CH:7]=[CH:8]/[C:9]1[CH:26]=[N:25][C:12]2[NH:13][C:14](=[O:24])[N:15]([CH2:17][CH2:18][C:19]([O:21][CH2:22][CH3:23])=[O:20])[CH2:16][C:11]=2[CH:10]=1)(C)(C)C.C(OC(=O)/C=C/C1C=NC2NC(=O)N(CCN(C)C)CC=2C=1)(C)(C)C. No catalyst specified. The product is [CH2:22]([O:21][C:19]([CH2:18][CH2:17][N:15]1[CH2:16][C:11]2[CH:10]=[C:9](/[CH:8]=[CH:7]/[C:6]([OH:27])=[O:5])[CH:26]=[N:25][C:12]=2[NH:13][C:14]1=[O:24])=[O:20])[CH3:23]. The yield is 0.440.